Dataset: Full USPTO retrosynthesis dataset with 1.9M reactions from patents (1976-2016). Task: Predict the reactants needed to synthesize the given product. Given the product [CH:14]1([CH2:17][C:18]2[CH:23]=[C:22]([CH3:24])[C:21]([N:25]=[C:5]=[O:11])=[C:20]([CH3:26])[CH:19]=2)[CH2:15][CH2:16]1, predict the reactants needed to synthesize it. The reactants are: ClC(Cl)(O[C:5](=[O:11])OC(Cl)(Cl)Cl)Cl.Cl.[CH:14]1([CH2:17][C:18]2[CH:23]=[C:22]([CH3:24])[C:21]([NH2:25])=[C:20]([CH3:26])[CH:19]=2)[CH2:16][CH2:15]1.CCN(C(C)C)C(C)C.CCCCCCC.